Regression. Given a peptide amino acid sequence and an MHC pseudo amino acid sequence, predict their binding affinity value. This is MHC class I binding data. From a dataset of Peptide-MHC class I binding affinity with 185,985 pairs from IEDB/IMGT. (1) The peptide sequence is RRFDTFKAF. The MHC is HLA-A02:03 with pseudo-sequence HLA-A02:03. The binding affinity (normalized) is 0.0847. (2) The peptide sequence is YTFCRLNVK. The MHC is HLA-A26:01 with pseudo-sequence HLA-A26:01. The binding affinity (normalized) is 0.0847. (3) The peptide sequence is ERYFRIHSL. The MHC is HLA-C06:02 with pseudo-sequence HLA-C06:02. The binding affinity (normalized) is 0.603. (4) The MHC is HLA-A02:06 with pseudo-sequence HLA-A02:06. The peptide sequence is FKRKGGIGGY. The binding affinity (normalized) is 0. (5) The peptide sequence is ALCEKALKY. The MHC is HLA-A33:01 with pseudo-sequence HLA-A33:01. The binding affinity (normalized) is 0.0309.